This data is from CYP2C19 inhibition data for predicting drug metabolism from PubChem BioAssay. The task is: Regression/Classification. Given a drug SMILES string, predict its absorption, distribution, metabolism, or excretion properties. Task type varies by dataset: regression for continuous measurements (e.g., permeability, clearance, half-life) or binary classification for categorical outcomes (e.g., BBB penetration, CYP inhibition). Dataset: cyp2c19_veith. (1) The result is 0 (non-inhibitor). The molecule is CC(C)CO/N=C1/C[C@@H](O)[C@@H](O)[C@H]2[C@@H]1CC[C@@H]1C(=O)N(Cc3ccccc3)C(=O)[C@H]12. (2) The drug is c1csc(CN2CC3(CCNCC3)C2)n1. The result is 0 (non-inhibitor). (3) The drug is Cc1cc2ccccn2c1C(=O)c1ccc(Cl)cc1. The result is 1 (inhibitor).